This data is from NCI-60 drug combinations with 297,098 pairs across 59 cell lines. The task is: Regression. Given two drug SMILES strings and cell line genomic features, predict the synergy score measuring deviation from expected non-interaction effect. Drug 1: CCCS(=O)(=O)NC1=C(C(=C(C=C1)F)C(=O)C2=CNC3=C2C=C(C=N3)C4=CC=C(C=C4)Cl)F. Drug 2: CC1OCC2C(O1)C(C(C(O2)OC3C4COC(=O)C4C(C5=CC6=C(C=C35)OCO6)C7=CC(=C(C(=C7)OC)O)OC)O)O. Cell line: UACC-257. Synergy scores: CSS=59.5, Synergy_ZIP=9.32, Synergy_Bliss=9.61, Synergy_Loewe=-5.29, Synergy_HSA=11.2.